This data is from Catalyst prediction with 721,799 reactions and 888 catalyst types from USPTO. The task is: Predict which catalyst facilitates the given reaction. (1) Reactant: [CH2:1]([OH:19])[CH2:2]CCCCCCCCCCCCCCCC.C(N=C=O)CCCCC[N:26]=[C:27]=[O:28].[C:32]([O-:45])(=[O:44])[CH2:33][CH2:34]CCCCCCCCC.C([Sn+2]CCCC)CCC.[C:32]([O-:45])(=[O:44])[CH2:33][CH2:34]CCCCCCCCC.COC1C=CC(O)=CC=1. Product: [C:32]([OH:45])(=[O:44])[CH:33]=[CH2:34].[NH2:26][C:27]([O:19][CH2:1][CH3:2])=[O:28]. The catalyst class is: 11. (2) Product: [Cl:1][C:2]1[N:7]=[C:6]([N:21]2[CH2:20][CH2:19][C:18]3[N:15]=[CH:14][NH:13][C:17]=3[CH2:16]2)[C:5]([O:9][CH3:10])=[CH:4][N:3]=1. Reactant: [Cl:1][C:2]1[N:7]=[C:6](Cl)[C:5]([O:9][CH3:10])=[CH:4][N:3]=1.Cl.Cl.[NH:13]1[C:17]2[CH2:18][CH2:19][CH2:20][NH:21][C:16]=2[N:15]=[CH:14]1.C(N(C(C)C)C(C)C)C. The catalyst class is: 51. (3) Reactant: [C:1]([O:5][C:6]([N:8]1[CH2:13][CH:12]([CH3:14])[NH:11][CH:10]([CH3:15])[CH2:9]1)=[O:7])([CH3:4])([CH3:3])[CH3:2].Cl[C:17]1[N:22]=[CH:21][CH:20]=[CH:19][N:18]=1. Product: [C:1]([O:5][C:6]([N:8]1[CH2:13][CH:12]([CH3:14])[N:11]([C:17]2[N:22]=[CH:21][CH:20]=[CH:19][N:18]=2)[CH:10]([CH3:15])[CH2:9]1)=[O:7])([CH3:4])([CH3:2])[CH3:3]. The catalyst class is: 6. (4) Reactant: [N+:1]([C:4]1[CH:9]=[CH:8][C:7]([NH:10][C:11]2[S:12][CH:13]=[C:14]([C:16]3[CH:21]=[CH:20][N:19]=[CH:18][CH:17]=3)[N:15]=2)=[CH:6][CH:5]=1)([O-])=O. Product: [N:19]1[CH:18]=[CH:17][C:16]([C:14]2[N:15]=[C:11]([NH:10][C:7]3[CH:8]=[CH:9][C:4]([NH2:1])=[CH:5][CH:6]=3)[S:12][CH:13]=2)=[CH:21][CH:20]=1. The catalyst class is: 50. (5) Reactant: [CH2:1]([N:8](C)[CH2:9][CH2:10][C:11]1[CH:12]=[N:13][CH:14]=[CH:15][CH:16]=1)C1C=CC=CC=1. Product: [CH3:1][NH:8][CH2:9][CH2:10][C:11]1[CH:12]=[N:13][CH:14]=[CH:15][CH:16]=1. The catalyst class is: 129. (6) Reactant: [CH2:1]([N:3]([CH2:26][CH3:27])[C:4]([C:6]1[CH:7]=[CH:8][C:9]2[CH:10]([CH:20]3[CH2:25][CH2:24][NH:23][CH2:22][CH2:21]3)[C:11]3[C:16]([O:17][C:18]=2[CH:19]=1)=[CH:15][CH:14]=[CH:13][CH:12]=3)=[O:5])[CH3:2].C(O[BH-](OC(=O)C)OC(=O)C)(=O)C.C([N+](CCCC)(CCCC)CCCC)CCC.C(N(C(C)C)CC)(C)C.[O:67]1[CH:71]=[CH:70][C:69]([CH:72]=O)=[CH:68]1. Product: [CH2:26]([N:3]([CH2:1][CH3:2])[C:4]([C:6]1[CH:7]=[CH:8][C:9]2[CH:10]([CH:20]3[CH2:25][CH2:24][N:23]([CH2:72][C:69]4[CH:70]=[CH:71][O:67][CH:68]=4)[CH2:22][CH2:21]3)[C:11]3[C:16]([O:17][C:18]=2[CH:19]=1)=[CH:15][CH:14]=[CH:13][CH:12]=3)=[O:5])[CH3:27]. The catalyst class is: 68.